The task is: Predict the reactants needed to synthesize the given product.. This data is from Full USPTO retrosynthesis dataset with 1.9M reactions from patents (1976-2016). The reactants are: [Cl:1][C:2]1[C:3]([O:10][CH3:11])=[C:4]([NH2:9])[C:5]([NH2:8])=[N:6][CH:7]=1.[N+:12]([C:15]1[CH:22]=[CH:21][C:18]([CH:19]=O)=[CH:17][CH:16]=1)([O-:14])=[O:13]. Given the product [Cl:1][C:2]1[C:3]([O:10][CH3:11])=[C:4]2[N:9]=[C:19]([C:18]3[CH:21]=[CH:22][C:15]([N+:12]([O-:14])=[O:13])=[CH:16][CH:17]=3)[NH:8][C:5]2=[N:6][CH:7]=1, predict the reactants needed to synthesize it.